From a dataset of Catalyst prediction with 721,799 reactions and 888 catalyst types from USPTO. Predict which catalyst facilitates the given reaction. (1) Reactant: [CH3:1][O:2][C:3]1[CH:4]=[C:5]([CH2:9][CH2:10][CH2:11][CH2:12][CH2:13][CH2:14][C:15]([OH:17])=[O:16])[CH:6]=[CH:7][CH:8]=1.[Si](C=[N+]=[N-])(C)(C)[CH3:19]. Product: [CH3:1][O:2][C:3]1[CH:4]=[C:5]([CH2:9][CH2:10][CH2:11][CH2:12][CH2:13][CH2:14][C:15]([O:17][CH3:19])=[O:16])[CH:6]=[CH:7][CH:8]=1. The catalyst class is: 442. (2) Reactant: C[N:2](C)/[CH:3]=[CH:4]/[C:5]([C:7]1[C:12](=[O:13])[CH:11]=[CH:10][N:9]([C:14]2[CH:19]=[CH:18][CH:17]=[CH:16][CH:15]=2)[N:8]=1)=O.[CH2:21]1[O:29][C:28]2[CH:27]=[CH:26][C:25]([NH:30]N)=[CH:24][C:23]=2[O:22]1. Product: [O:29]1[C:28]2[CH:27]=[CH:26][C:25]([N:30]3[C:5]([C:7]4[C:12](=[O:13])[CH:11]=[CH:10][N:9]([C:14]5[CH:19]=[CH:18][CH:17]=[CH:16][CH:15]=5)[N:8]=4)=[CH:4][CH:3]=[N:2]3)=[CH:24][C:23]=2[O:22][CH2:21]1. The catalyst class is: 15. (3) The catalyst class is: 7. Reactant: [CH2:1]([O:3][C:4](=[O:18])[CH2:5][NH:6][CH:7]([CH3:17])[C:8]([C:10]1[CH:15]=[CH:14][C:13]([Cl:16])=[CH:12][CH:11]=1)=O)[CH3:2].[CH:19]1([N:22]=[C:23]=[O:24])[CH2:21][CH2:20]1. Product: [CH2:1]([O:3][C:4](=[O:18])[CH2:5][N:6]1[C:7]([CH3:17])=[C:8]([C:10]2[CH:15]=[CH:14][C:13]([Cl:16])=[CH:12][CH:11]=2)[N:22]([CH:19]2[CH2:21][CH2:20]2)[C:23]1=[O:24])[CH3:2]. (4) Reactant: [C:1]([O:5][C:6]([NH:8][C@H:9]([C:21]([O:23]C)=O)[CH2:10][CH:11]([C:14]1[CH:19]=[CH:18][CH:17]=[CH:16][C:15]=1[F:20])[C:12]#[N:13])=[O:7])([CH3:4])(C)C.[H][H].C(=O)([O-])[O-].[K+].[K+].[CH2:33](O)[CH3:34]. Product: [F:20][C:15]1[CH:16]=[CH:17][CH:18]=[CH:19][C:14]=1[C@H:11]1[CH2:12][NH:13][C:21](=[O:23])[C@@H:9]([NH:8][C:6](=[O:7])[O:5][CH2:1][CH2:4][CH2:33][CH3:34])[CH2:10]1. The catalyst class is: 181. (5) Reactant: [C:1]([O:5][C:6]([N:8]1[CH2:13][CH2:12][NH:11][CH2:10][CH2:9]1)=[O:7])([CH3:4])([CH3:3])[CH3:2].[C:14](=O)([O-])[O-].[K+].[K+].[CH3:20][O:21][C:22](=[O:35])[CH:23](Br)[C:24]1[CH:29]=[CH:28][CH:27]=[C:26]([C:30]([F:33])([F:32])[F:31])[CH:25]=1. Product: [C:1]([O:5][C:6]([N:8]1[CH2:13][CH2:12][N:11]([CH:23]([C:22]([O:21][CH2:20][CH3:14])=[O:35])[C:24]2[CH:29]=[CH:28][CH:27]=[C:26]([C:30]([F:33])([F:32])[F:31])[CH:25]=2)[CH2:10][CH2:9]1)=[O:7])([CH3:4])([CH3:2])[CH3:3]. The catalyst class is: 9. (6) Reactant: [CH3:1][O:2][C:3]([CH:5]1[C:9]([CH3:10])=[C:8]([C:11]2[CH:16]=[CH:15][CH:14]=[CH:13][C:12]=2[C:17]([F:20])([F:19])[F:18])[NH:7][CH2:6]1)=[O:4]. Product: [CH3:1][O:2][C:3]([C:5]1[C:9]([CH3:10])=[C:8]([C:11]2[CH:16]=[CH:15][CH:14]=[CH:13][C:12]=2[C:17]([F:20])([F:19])[F:18])[NH:7][CH:6]=1)=[O:4]. The catalyst class is: 787.